Dataset: Forward reaction prediction with 1.9M reactions from USPTO patents (1976-2016). Task: Predict the product of the given reaction. Given the reactants CCCCCC.C([Li])CCC.[O:12]1CCC[CH2:13]1.[O:17]1[CH2:21][CH2:20][CH:19]([CH2:22][NH:23][C:24]([C:26]2[CH:30]=[C:29]([CH2:31][O:32][CH2:33][C:34]3[CH:43]=[CH:42][C:41]4[C:36](=[CH:37][CH:38]=[CH:39][CH:40]=4)[CH:35]=3)[O:28][N:27]=2)=[O:25])[CH2:18]1.Cl, predict the reaction product. The product is: [O:17]1[CH2:21][CH2:20][CH:19]([CH2:22][NH:23][C:24]([C:26]2[C:30]([CH:13]=[O:12])=[C:29]([CH2:31][O:32][CH2:33][C:34]3[CH:43]=[CH:42][C:41]4[C:36](=[CH:37][CH:38]=[CH:39][CH:40]=4)[CH:35]=3)[O:28][N:27]=2)=[O:25])[CH2:18]1.